Predict the reaction yield, written as a fraction of the theoretical maximum amount of product (1.0 means a 100% yield; for example, 0.34 means a 34% yield). From a dataset of Reaction yield outcomes from USPTO patents with 853,638 reactions. The reactants are [CH3:1][S:2]([O:5][CH2:6][CH2:7][N:8]([CH2:24][CH2:25][O:26][S:27]([CH3:30])(=[O:29])=[O:28])[C:9]1[C:10]([N+:21]([O-:23])=[O:22])=[CH:11][C:12]([N+:18]([O-:20])=[O:19])=[C:13]([CH:17]=1)[C:14]([OH:16])=O)(=[O:4])=[O:3].[NH2:31][CH2:32][CH2:33][CH2:34][OH:35].Cl. The catalyst is CN(C=O)C. The product is [CH3:1][S:2]([O:5][CH2:6][CH2:7][N:8]([CH2:24][CH2:25][O:26][S:27]([CH3:30])(=[O:29])=[O:28])[C:9]1[CH:17]=[C:13]([C:14]([NH:31][CH2:32][CH2:33][CH2:34][OH:35])=[O:16])[C:12]([N+:18]([O-:20])=[O:19])=[CH:11][C:10]=1[N+:21]([O-:23])=[O:22])(=[O:4])=[O:3]. The yield is 0.680.